Dataset: Forward reaction prediction with 1.9M reactions from USPTO patents (1976-2016). Task: Predict the product of the given reaction. (1) Given the reactants [F:1][C:2]([F:15])([F:14])[S:3][C:4]1[CH:9]=[CH:8][C:7]([CH2:10][C:11]([OH:13])=O)=[CH:6][CH:5]=1.Cl.[NH2:17][CH2:18][C:19]1[CH:20]=[C:21]2[C:25](=[CH:26][CH:27]=1)[C:24](=[O:28])[N:23]([CH:29]1[CH2:34][CH2:33][C:32](=[O:35])[NH:31][C:30]1=[O:36])[CH2:22]2, predict the reaction product. The product is: [O:36]=[C:30]1[CH:29]([N:23]2[CH2:22][C:21]3[C:25](=[CH:26][CH:27]=[C:19]([CH2:18][NH:17][C:11](=[O:13])[CH2:10][C:7]4[CH:6]=[CH:5][C:4]([S:3][C:2]([F:1])([F:15])[F:14])=[CH:9][CH:8]=4)[CH:20]=3)[C:24]2=[O:28])[CH2:34][CH2:33][C:32](=[O:35])[NH:31]1. (2) Given the reactants C([O:8][C:9]1[CH:10]=[CH:11][C:12]([C@@H:20]([O:71][Si:72]([C:75]([CH3:78])([CH3:77])[CH3:76])([CH3:74])[CH3:73])[CH2:21][N:22]([C:64]([O:66][C:67]([CH3:70])([CH3:69])[CH3:68])=[O:65])[CH2:23][CH2:24][CH2:25][CH2:26][NH:27][C:28]([C:30]2[CH:31]=[C:32]([C:36]([OH:63])([C:57]3[CH:62]=[CH:61][CH:60]=[CH:59][CH:58]=3)[C:37]([O:39][CH2:40][CH:41]3[CH2:46][CH2:45][N:44](C(OCC4C=CC=CC=4)=O)[CH2:43][CH2:42]3)=[O:38])[CH:33]=[CH:34][CH:35]=2)=[O:29])=[C:13]2[C:18]=1[NH:17][C:16](=[O:19])[CH:15]=[CH:14]2)C1C=CC=CC=1.C(O)=O.[H][H], predict the reaction product. The product is: [CH:37]([OH:39])=[O:38].[C:67]([O:66][C:64]([N:22]([CH2:21][C@H:20]([O:71][Si:72]([C:75]([CH3:78])([CH3:77])[CH3:76])([CH3:73])[CH3:74])[C:12]1[CH:11]=[CH:10][C:9]([OH:8])=[C:18]2[C:13]=1[CH:14]=[CH:15][C:16](=[O:19])[NH:17]2)[CH2:23][CH2:24][CH2:25][CH2:26][NH:27][C:28]([C:30]1[CH:31]=[C:32]([C:36]([OH:63])([C:57]2[CH:62]=[CH:61][CH:60]=[CH:59][CH:58]=2)[C:37]([O:39][CH2:40][CH:41]2[CH2:46][CH2:45][NH:44][CH2:43][CH2:42]2)=[O:38])[CH:33]=[CH:34][CH:35]=1)=[O:29])=[O:65])([CH3:68])([CH3:70])[CH3:69]. (3) Given the reactants [C:1](OC(=O)C)(=O)[CH3:2].[Cl:8][C:9]1[C:10]([NH:27][NH2:28])=[N:11][CH:12]=[C:13]([C:17]=1[NH:18][C:19]1[CH:24]=[CH:23][C:22]([I:25])=[CH:21][C:20]=1[F:26])[C:14]([OH:16])=[O:15].C(N(CC)CC)C.O=P(Cl)(Cl)Cl, predict the reaction product. The product is: [Cl:8][C:9]1[C:10]2[N:11]([C:1]([CH3:2])=[N:28][N:27]=2)[CH:12]=[C:13]([C:14]([OH:16])=[O:15])[C:17]=1[NH:18][C:19]1[CH:24]=[CH:23][C:22]([I:25])=[CH:21][C:20]=1[F:26]. (4) Given the reactants [NH2:1][C@H:2]([C:5]([OH:7])=[O:6])[CH2:3][OH:4].C(=O)([O-])[O-].[K+].[K+].[CH2:14](Br)[C:15]1[CH:20]=[CH:19][CH:18]=[CH:17][CH:16]=1, predict the reaction product. The product is: [CH2:14]([O:6][C:5](=[O:7])[C@@H:2]([N:1]([CH2:14][C:15]1[CH:20]=[CH:19][CH:18]=[CH:17][CH:16]=1)[CH2:14][C:15]1[CH:20]=[CH:19][CH:18]=[CH:17][CH:16]=1)[CH2:3][OH:4])[C:15]1[CH:20]=[CH:19][CH:18]=[CH:17][CH:16]=1. (5) Given the reactants [NH2:1][C:2]1[CH:20]=[CH:19][C:5]([CH2:6][CH:7]2[CH2:11][CH2:10][N:9]([CH:12]3[CH2:17][CH2:16][CH2:15][CH2:14][CH2:13]3)[C:8]2=[O:18])=[C:4]([Cl:21])[CH:3]=1.[Cl-].[CH3:23][O:24][NH3+:25].C(N(C(C)C)CC)(C)C.CN(C)[CH:37]=[O:38], predict the reaction product. The product is: [Cl:21][C:4]1[CH:3]=[C:2]([NH:1][C:37]([NH:25][O:24][CH3:23])=[O:38])[CH:20]=[CH:19][C:5]=1[CH2:6][CH:7]1[CH2:11][CH2:10][N:9]([CH:12]2[CH2:17][CH2:16][CH2:15][CH2:14][CH2:13]2)[C:8]1=[O:18]. (6) Given the reactants [CH3:1]N(C=O)C.[CH:6]([N:9]1[C:13]([C:14]2[N:15]=[C:16]3[C:22]4[CH:23]=[CH:24][C:25]([C:27]5[N:28]=[C:29]([CH3:32])[NH:30][CH:31]=5)=[CH:26][C:21]=4[O:20][CH2:19][CH2:18][N:17]3[CH:33]=2)=[N:12][CH:11]=[N:10]1)([CH3:8])[CH3:7].IC.O, predict the reaction product. The product is: [CH3:1][N:30]1[CH:31]=[C:27]([C:25]2[CH:24]=[CH:23][C:22]3[C:16]4[N:17]([CH:33]=[C:14]([C:13]5[N:9]([CH:6]([CH3:8])[CH3:7])[N:10]=[CH:11][N:12]=5)[N:15]=4)[CH2:18][CH2:19][O:20][C:21]=3[CH:26]=2)[N:28]=[C:29]1[CH3:32].[CH3:1][N:28]1[C:27]([C:25]2[CH:24]=[CH:23][C:22]3[C:16]4[N:17]([CH:33]=[C:14]([C:13]5[N:9]([CH:6]([CH3:8])[CH3:7])[N:10]=[CH:11][N:12]=5)[N:15]=4)[CH2:18][CH2:19][O:20][C:21]=3[CH:26]=2)=[CH:31][N:30]=[C:29]1[CH3:32]. (7) Given the reactants [Si:1]([O:8][CH2:9][CH2:10][C:11]1[N:19]([S:20]([C:23]2[CH:28]=[CH:27][CH:26]=[CH:25][CH:24]=2)(=[O:22])=[O:21])[C:18]2[C:13](=[N:14][C:15](Cl)=[CH:16][CH:17]=2)[CH:12]=1)([C:4]([CH3:7])([CH3:6])[CH3:5])([CH3:3])[CH3:2].[NH:30]([C:39]([O:41][C:42]([CH3:45])([CH3:44])[CH3:43])=[O:40])[NH:31][C:32]([O:34][C:35]([CH3:38])([CH3:37])[CH3:36])=[O:33].C([O-])([O-])=O.[Cs+].[Cs+], predict the reaction product. The product is: [Si:1]([O:8][CH2:9][CH2:10][C:11]1[N:19]([S:20]([C:23]2[CH:28]=[CH:27][CH:26]=[CH:25][CH:24]=2)(=[O:22])=[O:21])[C:18]2[C:13](=[N:14][C:15]([N:30]([C:39]([O:41][C:42]([CH3:45])([CH3:44])[CH3:43])=[O:40])[NH:31][C:32]([O:34][C:35]([CH3:36])([CH3:37])[CH3:38])=[O:33])=[CH:16][CH:17]=2)[CH:12]=1)([C:4]([CH3:7])([CH3:6])[CH3:5])([CH3:3])[CH3:2].